This data is from Forward reaction prediction with 1.9M reactions from USPTO patents (1976-2016). The task is: Predict the product of the given reaction. (1) Given the reactants N1(O[C:11]2[N:16]=[C:15]([NH:17][CH2:18][CH:19]3[CH2:24][CH2:23][N:22]([C:25]([O:27][C:28]([CH3:31])([CH3:30])[CH3:29])=[O:26])[CH2:21][CH2:20]3)[C:14]([C:32](=[O:34])[NH2:33])=[CH:13][N:12]=2)C2C=CC=CC=2N=N1.[NH2:35][C:36]1[CH:41]=[CH:40][C:39]([N:42]2[CH2:47][CH2:46][N:45]([C:48](=[O:50])[CH3:49])[CH2:44][CH2:43]2)=[CH:38][CH:37]=1, predict the reaction product. The product is: [C:48]([N:45]1[CH2:44][CH2:43][N:42]([C:39]2[CH:40]=[CH:41][C:36]([NH:35][C:11]3[N:16]=[C:15]([NH:17][CH2:18][CH:19]4[CH2:20][CH2:21][N:22]([C:25]([O:27][C:28]([CH3:31])([CH3:29])[CH3:30])=[O:26])[CH2:23][CH2:24]4)[C:14]([C:32](=[O:34])[NH2:33])=[CH:13][N:12]=3)=[CH:37][CH:38]=2)[CH2:47][CH2:46]1)(=[O:50])[CH3:49]. (2) Given the reactants [CH2:1]1[CH:5]2[CH2:6][NH:7][CH2:8][CH:4]2[CH2:3][N:2]1[C:9]1[CH:18]=[N:17][C:16]2[C:11](=[CH:12][CH:13]=[CH:14][CH:15]=2)[N:10]=1.[CH3:19][C:20]1[CH:25]=[CH:24][C:23]([C:26]2[C:27]([C:32](O)=[O:33])=[CH:28][CH:29]=[CH:30][CH:31]=2)=[CH:22][CH:21]=1, predict the reaction product. The product is: [CH3:19][C:20]1[CH:21]=[CH:22][C:23]([C:26]2[CH:31]=[CH:30][CH:29]=[CH:28][C:27]=2[C:32]([N:7]2[CH2:8][CH:4]3[CH:5]([CH2:1][N:2]([C:9]4[CH:18]=[N:17][C:16]5[C:11](=[CH:12][CH:13]=[CH:14][CH:15]=5)[N:10]=4)[CH2:3]3)[CH2:6]2)=[O:33])=[CH:24][CH:25]=1. (3) Given the reactants C([N-]C(C)C)(C)C.[CH3:8][N:9]1[CH2:14][C:13](=[O:15])[N:12]([CH3:16])[CH:11]([CH2:17][C:18]2[CH:23]=[CH:22][CH:21]=[CH:20][CH:19]=2)[C:10]1=[O:24].C([C:27]1[CH:36]=[CH:35][CH:34]=[CH:33][C:28]=1[C:29]([O:31][CH3:32])=[O:30])=O.Cl, predict the reaction product. The product is: [CH2:17]([CH:11]1[N:12]([CH3:16])[C:13](=[O:15])[CH:14]([CH:32]2[C:27]3[C:28](=[CH:33][CH:34]=[CH:35][CH:36]=3)[C:29](=[O:30])[O:31]2)[N:9]([CH3:8])[C:10]1=[O:24])[C:18]1[CH:19]=[CH:20][CH:21]=[CH:22][CH:23]=1. (4) The product is: [CH3:1][CH:2]1[CH2:19][C:18]2[C@:13]([CH3:21])([CH2:14][CH2:15][C:16](=[O:20])[CH:17]=2)[C@@H:12]2[C@@H:3]1[C@H:4]1[C@@:8]([CH2:10][CH2:11]2)([CH3:9])[C@@H:7]([C:22]([NH:24][C:25]2[CH:30]=[CH:29][CH:28]=[CH:27][C:26]=2[C:31]([F:32])([F:33])[F:34])=[O:23])[CH2:6][CH2:5]1. Given the reactants [CH3:1][CH:2]1[CH:19]=[C:18]2[C@:13]([CH3:21])([CH2:14][CH2:15][C:16](=[O:20])[CH2:17]2)[C@@H:12]2[C@@H:3]1[C@H:4]1[C@@:8]([CH2:10][CH2:11]2)([CH3:9])[C@@H:7]([C:22]([NH:24][C:25]2[CH:30]=[CH:29][CH:28]=[CH:27][C:26]=2[C:31]([F:34])([F:33])[F:32])=[O:23])[CH2:6][CH2:5]1.Cl, predict the reaction product.